Dataset: TCR-epitope binding with 47,182 pairs between 192 epitopes and 23,139 TCRs. Task: Binary Classification. Given a T-cell receptor sequence (or CDR3 region) and an epitope sequence, predict whether binding occurs between them. (1) The epitope is ITEEVGHTDLMAAY. The TCR CDR3 sequence is CASSVGTTNEQYF. Result: 0 (the TCR does not bind to the epitope). (2) The epitope is KLWAQCVQL. Result: 1 (the TCR binds to the epitope). The TCR CDR3 sequence is CSVVDRSSYNEQFF. (3) The epitope is TPRVTGGGAM. The TCR CDR3 sequence is CASSRRPGQQNSYEQYF. Result: 0 (the TCR does not bind to the epitope).